Dataset: Reaction yield outcomes from USPTO patents with 853,638 reactions. Task: Predict the reaction yield, written as a fraction of the theoretical maximum amount of product (1.0 means a 100% yield; for example, 0.34 means a 34% yield). The reactants are Br.[NH2:2][C:3]1[C:4]([OH:17])=[C:5]([C:9]2[O:13][C:12]([C:14]([OH:16])=[O:15])=[CH:11][CH:10]=2)[CH:6]=[CH:7][CH:8]=1.[N:18]([O-])=O.[Na+].[CH2:22]1[C:30]2[C:25](=[CH:26][C:27]([N:31]3[C:35](=[O:36])[CH2:34][C:33]([CH3:37])=[N:32]3)=[CH:28][CH:29]=2)[CH2:24][CH2:23]1.C(=O)(O)[O-].[Na+]. The catalyst is Cl.C(O)C. The product is [OH:17][C:4]1[C:3]([NH:2]/[N:18]=[C:34]2/[C:33]([CH3:37])=[N:32][N:31]([C:27]3[CH:26]=[C:25]4[C:30](=[CH:29][CH:28]=3)[CH2:22][CH2:23][CH2:24]4)[C:35]/2=[O:36])=[CH:8][CH:7]=[CH:6][C:5]=1[C:9]1[O:13][C:12]([C:14]([OH:16])=[O:15])=[CH:11][CH:10]=1. The yield is 0.718.